Dataset: Forward reaction prediction with 1.9M reactions from USPTO patents (1976-2016). Task: Predict the product of the given reaction. (1) Given the reactants [N:1]1N=[C:3]([C:6]2[CH:11]=[CH:10]C=C[C:7]=2C(N2CC3CN(C(OC(C)(C)C)=O)CC3C2)=O)[NH:4][CH:5]=1.C(O[C:34]([N:36]1[CH2:43][CH:42]2[CH:38]([CH2:39][NH:40][CH2:41]2)[CH2:37]1)=[O:35])(C)(C)C.[Cl:44][C:45]1[CH:46]=[C:47]([N:54]2[N:58]=[CH:57][CH:56]=[N:55]2)[C:48](C([O-])=O)=[N:49][CH:50]=1.[Na+].N1N=[C:62](C2C=CC=CC=2C(O)=O)NC=1, predict the reaction product. The product is: [Cl:44][C:45]1[CH:46]=[C:47]([N:54]2[N:55]=[CH:56][CH:57]=[N:58]2)[C:48]([C:34]([N:36]2[CH2:37][CH:38]3[CH:42]([CH2:41][N:40]([C:5]4[N:1]=[C:11]([CH3:10])[C:6]([CH3:7])=[C:3]([CH3:62])[N:4]=4)[CH2:39]3)[CH2:43]2)=[O:35])=[N:49][CH:50]=1. (2) Given the reactants [Sn](Cl)Cl.[Br:4][C:5]1[CH:6]=[CH:7][C:8]([N+:13]([O-])=O)=[C:9]([CH:12]=1)[CH:10]=O.O=[C:17]([CH2:23][CH3:24])[C:18]([O:20][CH2:21][CH3:22])=[O:19], predict the reaction product. The product is: [Br:4][C:5]1[CH:12]=[C:9]2[C:8](=[CH:7][CH:6]=1)[N:13]=[C:17]([C:18]([O:20][CH2:21][CH3:22])=[O:19])[C:23]([CH3:24])=[CH:10]2. (3) Given the reactants [CH3:1][C:2]1[O:6][C:5]([C:7]2[CH:12]=[CH:11][CH:10]=[CH:9][CH:8]=2)=[N:4][C:3]=1[CH2:13][O:14][C:15]1[CH:35]=[CH:34][C:18]([CH2:19][O:20][C:21]2[C:25]([CH:26]=O)=[CH:24][N:23]([C:28]3[CH:33]=[CH:32][CH:31]=[CH:30][CH:29]=3)[N:22]=2)=[CH:17][CH:16]=1.[CH2:36]([P:45](=[O:52])([O:49][CH2:50][CH3:51])[O:46][CH2:47][CH3:48])P(=O)(OCC)OCC.CN(C)C=O.[H-].[Na+], predict the reaction product. The product is: [CH3:1][C:2]1[O:6][C:5]([C:7]2[CH:8]=[CH:9][CH:10]=[CH:11][CH:12]=2)=[N:4][C:3]=1[CH2:13][O:14][C:15]1[CH:35]=[CH:34][C:18]([CH2:19][O:20][C:21]2[C:25](/[CH:26]=[CH:36]/[P:45](=[O:52])([O:46][CH2:47][CH3:48])[O:49][CH2:50][CH3:51])=[CH:24][N:23]([C:28]3[CH:29]=[CH:30][CH:31]=[CH:32][CH:33]=3)[N:22]=2)=[CH:17][CH:16]=1.